From a dataset of Catalyst prediction with 721,799 reactions and 888 catalyst types from USPTO. Predict which catalyst facilitates the given reaction. Reactant: [Cl:1][C:2]1[CH:10]=[CH:9][CH:8]=[CH:7][C:3]=1[C:4](Cl)=[O:5].C(=O)(O)O.[NH:15]([C:17](=[NH:19])[NH2:18])[NH2:16].ClCCl. Product: [Cl:1][C:2]1[CH:10]=[CH:9][CH:8]=[CH:7][C:3]=1[C:4]([NH:16][NH:15][C:17](=[NH:18])[NH2:19])=[O:5]. The catalyst class is: 17.